From a dataset of Reaction yield outcomes from USPTO patents with 853,638 reactions. Predict the reaction yield, written as a fraction of the theoretical maximum amount of product (1.0 means a 100% yield; for example, 0.34 means a 34% yield). (1) The reactants are [NH2:1][C:2]1[CH:7]=[CH:6][C:5]([S:8]([NH:11][CH2:12][CH2:13][O:14][CH2:15][CH2:16][OH:17])(=[O:10])=[O:9])=[CH:4][CH:3]=1.[H-].[Na+].[CH3:20]I.[Na+].[Cl-]. The catalyst is C1COCC1.CS(C)=O. The product is [NH2:1][C:2]1[CH:7]=[CH:6][C:5]([S:8]([N:11]([CH2:12][CH2:13][O:14][CH2:15][CH2:16][OH:17])[CH3:20])(=[O:10])=[O:9])=[CH:4][CH:3]=1. The yield is 0.650. (2) The reactants are [CH3:1][O:2][C:3]([CH:5]1[CH2:10][CH2:9][O:8][CH2:7][CH2:6]1)=[O:4].CN(P(N(C)C)(N(C)C)=O)C.[CH2:22](I)[CH:23]=[CH2:24]. The catalyst is C1COCC1. The product is [CH3:1][O:2][C:3]([C:5]1([CH2:24][CH:23]=[CH2:22])[CH2:10][CH2:9][O:8][CH2:7][CH2:6]1)=[O:4]. The yield is 0.950. (3) The reactants are CC1(C)[C@@H:6]([CH2:7][C:8]([OH:10])=[O:9])[C:5](=[O:11])OO1.[C:13]([O:19]C(Cl)=O)(=O)[CH2:14]C(C)C.[CH2:23](N(CC)CC)C.[CH2:30]([SH:32])[CH3:31]. The catalyst is CCOCC.C(Cl)Cl. The product is [CH3:23][C:13]1([CH3:14])[O:19][C@H:7]([CH2:6][C:5](=[O:11])[S:32][CH2:30][CH3:31])[C:8](=[O:9])[O:10]1. The yield is 0.820. (4) The reactants are [CH3:1][N:2]1[C:6]([C@:7]23[CH2:16][CH2:15][CH2:14][CH2:13][C@H:8]2[O:9]C(=O)O3)=[CH:5][CH:4]=[N:3]1. The catalyst is [C].[Pd].C1COCC1. The product is [CH3:1][N:2]1[C:6]([C@H:7]2[CH2:16][CH2:15][CH2:14][CH2:13][C@H:8]2[OH:9])=[CH:5][CH:4]=[N:3]1. The yield is 0.220. (5) The reactants are [N:1]1([C:8]([O:10][CH2:11][C:12]2[CH:17]=[CH:16][CH:15]=[CH:14][CH:13]=2)=[O:9])[CH2:3][CH:2]1[C:4]([O:6][CH3:7])=[O:5].[Cl:18][CH2:19][C@H:20]([OH:22])[CH3:21].B(F)(F)F.CCOCC. The catalyst is ClCCl. The product is [CH2:11]([O:10][C:8]([NH:1][C@H:2]([CH2:3][O:22][CH:20]([CH3:21])[CH2:19][Cl:18])[C:4]([O:6][CH3:7])=[O:5])=[O:9])[C:12]1[CH:13]=[CH:14][CH:15]=[CH:16][CH:17]=1. The yield is 0.410. (6) The reactants are I[C:2]1[CH:7]=[CH:6][CH:5]=[CH:4][CH:3]=1.[Br:8][C:9]1[CH:22]=[CH:21][C:20]2[NH:19][C:18]3[C:13](=[CH:14][C:15]([Br:23])=[CH:16][CH:17]=3)[C:12]([CH3:25])([CH3:24])[C:11]=2[CH:10]=1.N#N.CC([O-])(C)C.[Na+]. The catalyst is C1(C)C=CC=CC=1.C([O-])(=O)C.[Pd+2].C([O-])(=O)C.P(C(C)(C)C)(C(C)(C)C)C(C)(C)C.O. The product is [Br:8][C:9]1[CH:22]=[CH:21][C:20]2[N:19]([C:2]3[CH:7]=[CH:6][CH:5]=[CH:4][CH:3]=3)[C:18]3[C:13](=[CH:14][C:15]([Br:23])=[CH:16][CH:17]=3)[C:12]([CH3:25])([CH3:24])[C:11]=2[CH:10]=1. The yield is 0.810.